Dataset: Forward reaction prediction with 1.9M reactions from USPTO patents (1976-2016). Task: Predict the product of the given reaction. The product is: [OH:26][C:22]1[CH:21]=[C:20]([C:9]2[CH2:10][CH2:11][CH2:12][C:13]3[CH:18]=[C:17]([OH:19])[CH:16]=[CH:15][C:14]=3[C:8]=2[CH2:7][CH2:6][CH2:5][CH2:4][CH2:3][CH2:2][N:32]([CH2:31][CH2:30][CH2:29][O:28][CH3:27])[CH2:33][CH2:34][CH2:35][S:36]([CH2:38][CH2:39][CH2:40][C:41]([F:47])([F:46])[C:42]([F:43])([F:44])[F:45])=[O:37])[CH:25]=[CH:24][CH:23]=1. Given the reactants Br[CH2:2][CH2:3][CH2:4][CH2:5][CH2:6][CH2:7][C:8]1[C:14]2[CH:15]=[CH:16][C:17]([OH:19])=[CH:18][C:13]=2[CH2:12][CH2:11][CH2:10][C:9]=1[C:20]1[CH:25]=[CH:24][CH:23]=[C:22]([OH:26])[CH:21]=1.[CH3:27][O:28][CH2:29][CH2:30][CH2:31][NH:32][CH2:33][CH2:34][CH2:35][S:36]([CH2:38][CH2:39][CH2:40][C:41]([F:47])([F:46])[C:42]([F:45])([F:44])[F:43])=[O:37], predict the reaction product.